From a dataset of Catalyst prediction with 721,799 reactions and 888 catalyst types from USPTO. Predict which catalyst facilitates the given reaction. (1) Reactant: [CH3:1][N:2]([CH2:9][CH2:10][O:11][C:12]1[CH:25]=[CH:24][C:15]([CH2:16][CH:17]2[S:21][C:20](=[O:22])[NH:19][C:18]2=[O:23])=[CH:14][CH:13]=1)[C:3]1[CH:8]=[CH:7][CH:6]=[CH:5][N:4]=1.[C:26]([OH:33])(=[O:32])/[CH:27]=[CH:28]\[C:29]([OH:31])=[O:30]. Product: [CH3:1][N:2]([C:3]1[CH:8]=[CH:7][CH:6]=[CH:5][N:4]=1)[CH2:9][CH2:10][O:11][C:12]1[CH:25]=[CH:24][C:15]([CH2:16][CH:17]2[S:21][C:20](=[O:22])[NH:19][C:18]2=[O:23])=[CH:14][CH:13]=1.[CH:27](/[C:26]([OH:33])=[O:32])=[CH:28]/[C:29]([OH:31])=[O:30]. The catalyst class is: 10. (2) Reactant: N.Br[C:3]1[O:7][C:6]([C:8]([OH:10])=[O:9])=[CH:5][C:4]=1[C:11]([CH3:14])([CH3:13])[CH3:12]. Product: [C:11]([C:4]1[CH:5]=[C:6]([C:8]([OH:10])=[O:9])[O:7][CH:3]=1)([CH3:14])([CH3:12])[CH3:13]. The catalyst class is: 401.